From a dataset of Reaction yield outcomes from USPTO patents with 853,638 reactions. Predict the reaction yield, written as a fraction of the theoretical maximum amount of product (1.0 means a 100% yield; for example, 0.34 means a 34% yield). (1) The reactants are [CH3:1][O:2][C:3]1[CH:4]=[C:5]([NH:15][C:16]2[N:20]=[C:19]([NH2:21])[NH:18][N:17]=2)[CH:6]=[CH:7][C:8]=1[N:9]1[CH:13]=[C:12]([CH3:14])[N:11]=[CH:10]1.[CH2:22]([C:29]([C:31]([F:34])([F:33])[F:32])=O)[C:23]([C:25]([F:28])([F:27])[F:26])=O. No catalyst specified. The product is [F:26][C:25]([F:27])([F:28])[C:23]1[CH:22]=[C:29]([C:31]([F:32])([F:33])[F:34])[N:18]2[N:17]=[C:16]([NH:15][C:5]3[CH:6]=[CH:7][C:8]([N:9]4[CH:13]=[C:12]([CH3:14])[N:11]=[CH:10]4)=[C:3]([O:2][CH3:1])[CH:4]=3)[N:20]=[C:19]2[N:21]=1. The yield is 0.140. (2) The reactants are Br[C:2]1[N:3]=[C:4]([C:9]2[NH:13][C:12]3[CH:14]=[C:15]([CH3:18])[CH:16]=[CH:17][C:11]=3[N:10]=2)[C:5]([NH2:8])=[N:6][CH:7]=1.[NH:19]1[CH:24]=[CH:23][C:22](=[O:25])[CH:21]=[CH:20]1.C(=O)([O-])[O-].[Cs+].[Cs+]. The yield is 0.300. The catalyst is CN1C(=O)CCC1.CCOC(C)=O.[Cu]. The product is [NH2:8][C:5]1[N:6]=[CH:7][C:2]([N:19]2[CH:24]=[CH:23][C:22](=[O:25])[CH:21]=[CH:20]2)=[N:3][C:4]=1[C:9]1[NH:13][C:12]2[CH:14]=[C:15]([CH3:18])[CH:16]=[CH:17][C:11]=2[N:10]=1. (3) The reactants are [N:1]1[CH:6]=[CH:5][N:4]=[CH:3][C:2]=1[C:7]([OH:9])=[O:8].OS(O)(=O)=O.[CH3:15]O. No catalyst specified. The product is [CH3:15][O:8][C:7]([C:2]1[CH:3]=[N:4][CH:5]=[CH:6][N:1]=1)=[O:9]. The yield is 0.636. (4) The reactants are Br[C:2]1[CH:3]=[C:4]2[C:9](=[C:10]([O:12][CH3:13])[CH:11]=1)[N:8]=[C:7]([N:14]1[C:18]3[CH:19]=[CH:20][CH:21]=[CH:22][C:17]=3[N:16]=[C:15]1[CH:23]([F:25])[F:24])[N:6]=[C:5]2[N:26]1[CH2:31][CH2:30][O:29][CH2:28][CH2:27]1.[F:32][C:33]1[C:38](B2OC(C)(C)C(C)(C)O2)=[CH:37][CH:36]=[CH:35][C:34]=1[NH:48][S:49]([CH2:52][CH2:53][CH3:54])(=[O:51])=[O:50].C(=O)([O-])[O-].[Na+].[Na+].CN(C=O)C. The catalyst is Cl[Pd](Cl)([P](C1C=CC=CC=1)(C1C=CC=CC=1)C1C=CC=CC=1)[P](C1C=CC=CC=1)(C1C=CC=CC=1)C1C=CC=CC=1.O. The product is [F:24][CH:23]([F:25])[C:15]1[N:14]([C:7]2[N:6]=[C:5]([N:26]3[CH2:31][CH2:30][O:29][CH2:28][CH2:27]3)[C:4]3[C:9](=[C:10]([O:12][CH3:13])[CH:11]=[C:2]([C:38]4[C:33]([F:32])=[C:34]([NH:48][S:49]([CH2:52][CH2:53][CH3:54])(=[O:50])=[O:51])[CH:35]=[CH:36][CH:37]=4)[CH:3]=3)[N:8]=2)[C:18]2[CH:19]=[CH:20][CH:21]=[CH:22][C:17]=2[N:16]=1. The yield is 0.300. (5) The reactants are Br[C:2]1[CH:3]=[C:4]([CH:21]=[C:22]([F:24])[CH:23]=1)[CH2:5][CH2:6][C:7]1[CH:12]=[C:11]([CH3:13])[CH:10]=[C:9]([N:14]2[C:18]([CH3:19])=[CH:17][CH:16]=[C:15]2[CH3:20])[N:8]=1.[N:25]1[CH:30]=[CH:29][CH:28]=[C:27]([CH2:31][NH2:32])[CH:26]=1. No catalyst specified. The product is [CH3:20][C:15]1[N:14]([C:9]2[N:8]=[C:7]([CH2:6][CH2:5][C:4]3[CH:3]=[C:2]([CH:23]=[C:22]([F:24])[CH:21]=3)[NH:32][CH2:31][C:27]3[CH:26]=[N:25][CH:30]=[CH:29][CH:28]=3)[CH:12]=[C:11]([CH3:13])[CH:10]=2)[C:18]([CH3:19])=[CH:17][CH:16]=1. The yield is 0.650.